This data is from Forward reaction prediction with 1.9M reactions from USPTO patents (1976-2016). The task is: Predict the product of the given reaction. (1) Given the reactants [Na+].[I-].[OH:3][C:4]1[CH:13]=[CH:12][CH:11]=[C:10]2[C:5]=1[CH:6]=[CH:7][N:8]=[CH:9]2.CS(O[CH:19]1[CH2:24][CH2:23][N:22]([C:25]([O:27][C:28]([CH3:31])([CH3:30])[CH3:29])=[O:26])[CH2:21][CH2:20]1)(=O)=O.C([O-])([O-])=O.[Cs+].[Cs+], predict the reaction product. The product is: [CH:9]1[C:10]2[C:5](=[C:4]([O:3][CH:19]3[CH2:24][CH2:23][N:22]([C:25]([O:27][C:28]([CH3:31])([CH3:30])[CH3:29])=[O:26])[CH2:21][CH2:20]3)[CH:13]=[CH:12][CH:11]=2)[CH2:6][CH2:7][N:8]=1. (2) Given the reactants [CH3:1][CH2:2][C@@H:3]([C@H:5]1[O:10][C@:9]2([O:15][C@@H:14]3[CH2:16][CH:17]=[C:18]([CH3:61])[C@@H:19]([O:40][C@@H:41]4[O:46][C@@H:45]([CH3:47])[C@H:44]([O:48][C@@H:49]5[O:54][C@@H:53]([CH3:55])[C@H:52]([OH:56])[C@@H:51]([O:57][CH3:58])[CH2:50]5)[C@@H:43]([O:59][CH3:60])[CH2:42]4)[C@@H:20]([CH3:39])[CH:21]=[CH:22][CH:23]=[C:24]4[CH2:25][O:26][C@@H:27]5[C@H:32]([OH:33])[C:31]([CH3:34])=[CH:30][C@@H:29]([C:35]([O:37][C@@H:12]([CH2:13]3)[CH2:11]2)=[O:36])[C@:28]45[OH:38])[CH:8]=[CH:7][C@@H:6]1[CH3:62])[CH3:4].[CH3:63][C@@H:64]1[C@H:88]([O:89][C@@H:90]2[O:95][C@@H:94]([CH3:96])[C@H:93]([O:97][C@@H:98]3[O:103][C@@H:102]([CH3:104])[C@H:101]([OH:105])[C@@H:100]([O:106][CH3:107])[CH2:99]3)[C@@H:92]([O:108][CH3:109])[CH2:91]2)[C:87]([CH3:110])=[CH:86][CH2:85][C@H:84]2[O:111][C@:112]3([O:118][C@H:117]([CH:119]([CH3:121])[CH3:120])[C@@H:116]([CH3:122])[CH:115]=[CH:114]3)[CH2:113][C@H:82]([CH2:83]2)[O:81][C:79](=[O:80])[C@@H:73]2[CH:74]=[C:75]([CH3:78])[C@@H:76]([OH:77])[C@@H:71]3[C@@:72]2([OH:123])[C:68]([CH2:69][O:70]3)=[CH:67][CH:66]=[CH:65]1.CC(C)=O, predict the reaction product. The product is: [CH3:1][CH2:2][C@@H:3]([C@H:5]1[O:10][C@:9]2([O:15][C@@H:14]3[CH2:16][CH:17]=[C:18]([CH3:61])[C@@H:19]([O:40][C@@H:41]4[O:46][C@@H:45]([CH3:47])[C@H:44]([O:48][C@@H:49]5[O:54][C@@H:53]([CH3:55])[C@H:52]([OH:56])[C@@H:51]([O:57][CH3:58])[CH2:50]5)[C@@H:43]([O:59][CH3:60])[CH2:42]4)[C@@H:20]([CH3:39])[CH:21]=[CH:22][CH:23]=[C:24]4[CH2:25][O:26][C@@H:27]5[C@H:32]([OH:33])[C:31]([CH3:34])=[CH:30][C@@H:29]([C:35]([O:37][C@@H:12]([CH2:13]3)[CH2:11]2)=[O:36])[C@:28]45[OH:38])[CH:8]=[CH:7][C@@H:6]1[CH3:62])[CH3:4].[CH3:63][C@@H:64]1[C@H:88]([O:89][C@@H:90]2[O:95][C@@H:94]([CH3:96])[C@H:93]([O:97][C@@H:98]3[O:103][C@@H:102]([CH3:104])[C@H:101]([OH:105])[C@@H:100]([O:106][CH3:107])[CH2:99]3)[C@@H:92]([O:108][CH3:109])[CH2:91]2)[C:87]([CH3:110])=[CH:86][CH2:85][C@H:84]2[O:111][C@:112]3([O:118][C@H:117]([CH:119]([CH3:121])[CH3:120])[C@@H:116]([CH3:122])[CH:115]=[CH:114]3)[CH2:113][C@H:82]([CH2:83]2)[O:81][C:79](=[O:80])[C@@H:73]2[CH:74]=[C:75]([CH3:78])[C@@H:76]([OH:77])[C@@H:71]3[C@@:72]2([OH:123])[C:68]([CH2:69][O:70]3)=[CH:67][CH:66]=[CH:65]1. (3) Given the reactants [CH3:1][N:2]([C:9]1[CH:14]=[CH:13][C:12]([S:15][S:16][C:17]2[CH:22]=[CH:21][C:20]([N:23](C)[C:24](=O)C(F)(F)F)=[CH:19][CH:18]=2)=[CH:11][CH:10]=1)C(=O)C(F)(F)F.C(=O)([O-])[O-].[K+].[K+].[H-].[Na+], predict the reaction product. The product is: [CH3:24][NH:23][C:20]1[CH:19]=[CH:18][C:17]([S:16][S:15][C:12]2[CH:13]=[CH:14][C:9]([NH:2][CH3:1])=[CH:10][CH:11]=2)=[CH:22][CH:21]=1. (4) Given the reactants O.[OH-].[Li+].[F:4][C:5]1[CH:10]=[CH:9][C:8]([NH:11][C:12]2[O:16][C:15]([C:17]3[NH:18][C:19]4[CH:25]=[C:24]([O:26][C@@H:27]5[CH2:32][CH2:31][C@H:30]([C:33]([O:35]CC)=[O:34])[CH2:29][CH2:28]5)[CH:23]=[CH:22][C:20]=4[N:21]=3)=[N:14][N:13]=2)=[CH:7][CH:6]=1.CO.O, predict the reaction product. The product is: [F:4][C:5]1[CH:10]=[CH:9][C:8]([NH:11][C:12]2[O:16][C:15]([C:17]3[NH:18][C:19]4[CH:25]=[C:24]([O:26][C@@H:27]5[CH2:28][CH2:29][C@H:30]([C:33]([OH:35])=[O:34])[CH2:31][CH2:32]5)[CH:23]=[CH:22][C:20]=4[N:21]=3)=[N:14][N:13]=2)=[CH:7][CH:6]=1. (5) Given the reactants [NH2:1][C:2]1[O:15][C:14]2[C:13]3[C:8](=[CH:9][CH:10]=[C:11]([NH2:16])[N:12]=3)[CH:7]=[CH:6][C:5]=2[CH:4]([C:17]2[CH:22]=[C:21]([O:23][CH3:24])[C:20]([O:25][CH3:26])=[C:19]([Br:27])[CH:18]=2)[C:3]=1[C:28]#[N:29].[C:30](=O)([O-])[O-].[K+].[K+].IC, predict the reaction product. The product is: [NH2:1][C:2]1[O:15][C:14]2[C:13]3[C:8](=[CH:9][CH:10]=[C:11]([NH:16][CH3:30])[N:12]=3)[CH:7]=[CH:6][C:5]=2[CH:4]([C:17]2[CH:22]=[C:21]([O:23][CH3:24])[C:20]([O:25][CH3:26])=[C:19]([Br:27])[CH:18]=2)[C:3]=1[C:28]#[N:29]. (6) Given the reactants [Cl:1][C:2]1[CH:3]=[CH:4][C:5]([O:8][C@H:9]2[C@@H:14]3[CH2:15][C@@H:11]([CH2:12][N:13]3C(OC(C)(C)C)=O)[CH2:10]2)=[N:6][CH:7]=1.Cl, predict the reaction product. The product is: [Cl:1][C:2]1[CH:3]=[CH:4][C:5]([O:8][C@H:9]2[C@@H:14]3[CH2:15][C@@H:11]([CH2:12][NH:13]3)[CH2:10]2)=[N:6][CH:7]=1. (7) Given the reactants [Cl:1][C:2]1[C:7]([O:8][CH3:9])=[C:6]([C:10]2[O:14][CH:13]=[N:12][CH:11]=2)[CH:5]=[CH:4][C:3]=1[NH:15][C:16](=[O:30])[C@H:17]([NH:22]C(=O)OC(C)(C)C)[CH2:18][CH:19]([CH3:21])[CH3:20].C(O)(C(F)(F)F)=O, predict the reaction product. The product is: [NH2:22][C@H:17]([CH2:18][CH:19]([CH3:21])[CH3:20])[C:16]([NH:15][C:3]1[CH:4]=[CH:5][C:6]([C:10]2[O:14][CH:13]=[N:12][CH:11]=2)=[C:7]([O:8][CH3:9])[C:2]=1[Cl:1])=[O:30]. (8) Given the reactants [CH3:1][C:2]1[S:3][C:4]2[C:9]([C:10](=[O:18])[C:11]=1[C:12]1[CH:17]=[CH:16][CH:15]=[CH:14][CH:13]=1)=[CH:8][CH:7]=[CH:6][CH:5]=2.[Se](=O)=[O:20].C(=O)([O-])O.[Na+].[BH4-].[Na+].[Cl-].[NH4+], predict the reaction product. The product is: [OH:20][CH2:1][C:2]1[S:3][C:4]2[C:9]([C:10](=[O:18])[C:11]=1[C:12]1[CH:17]=[CH:16][CH:15]=[CH:14][CH:13]=1)=[CH:8][CH:7]=[CH:6][CH:5]=2. (9) The product is: [C:1]([O:5][C:6]([N:8]([CH2:13][C:14]1[CH:19]=[CH:18][C:17]([O:20][CH3:21])=[C:16]([O:22][CH3:23])[CH:15]=1)[CH2:9][C:10]([O:12][C@H:32]([C:34]1[CH:39]=[CH:38][C:37]([O:40][CH:41]([F:42])[F:43])=[C:36]([O:44][CH2:45][CH:46]2[CH2:47][CH2:48]2)[CH:35]=1)[CH2:31][C:30]1[C:29]([Cl:49])=[CH:28][N+:27]([O-:50])=[CH:26][C:25]=1[Cl:24])=[O:11])=[O:7])([CH3:4])([CH3:3])[CH3:2]. Given the reactants [C:1]([O:5][C:6]([N:8]([CH2:13][C:14]1[CH:19]=[CH:18][C:17]([O:20][CH3:21])=[C:16]([O:22][CH3:23])[CH:15]=1)[CH2:9][C:10]([OH:12])=[O:11])=[O:7])([CH3:4])([CH3:3])[CH3:2].[Cl:24][C:25]1[CH:26]=[N+:27]([O-:50])[CH:28]=[C:29]([Cl:49])[C:30]=1[CH2:31][C@@H:32]([C:34]1[CH:39]=[CH:38][C:37]([O:40][CH:41]([F:43])[F:42])=[C:36]([O:44][CH2:45][CH:46]2[CH2:48][CH2:47]2)[CH:35]=1)O.C(Cl)CCl, predict the reaction product. (10) The product is: [O:1]1[C:5]2[CH:6]=[CH:7][CH:8]=[CH:9][C:4]=2[N:3]=[C:2]1[C:10]1[CH:11]=[CH:12][C:13]([NH:3][CH:4]2[CH2:5][CH2:6][O:26][CH2:25][CH2:9]2)=[C:14]([CH:15]=1)[NH2:16]. Given the reactants [O:1]1[C:5]2[CH:6]=[CH:7][CH:8]=[CH:9][C:4]=2[N:3]=[C:2]1[C:10]1[CH:11]=[CH:12][C:13](C2CCOCC2)=[C:14]([N+:16]([O-])=O)[CH:15]=1.[CH3:25][OH:26], predict the reaction product.